This data is from Merck oncology drug combination screen with 23,052 pairs across 39 cell lines. The task is: Regression. Given two drug SMILES strings and cell line genomic features, predict the synergy score measuring deviation from expected non-interaction effect. (1) Drug 1: CCC1(O)CC2CN(CCc3c([nH]c4ccccc34)C(C(=O)OC)(c3cc4c(cc3OC)N(C)C3C(O)(C(=O)OC)C(OC(C)=O)C5(CC)C=CCN6CCC43C65)C2)C1. Drug 2: Cn1c(=O)n(-c2ccc(C(C)(C)C#N)cc2)c2c3cc(-c4cnc5ccccc5c4)ccc3ncc21. Cell line: RPMI7951. Synergy scores: synergy=3.19. (2) Drug 1: COc1cc(C2c3cc4c(cc3C(OC3OC5COC(C)OC5C(O)C3O)C3COC(=O)C23)OCO4)cc(OC)c1O. Drug 2: CCN(CC)CCNC(=O)c1c(C)[nH]c(C=C2C(=O)Nc3ccc(F)cc32)c1C. Cell line: HT29. Synergy scores: synergy=1.32.